Predict the product of the given reaction. From a dataset of Forward reaction prediction with 1.9M reactions from USPTO patents (1976-2016). (1) The product is: [NH:36]1[C:34]([CH2:33][C@@:10]2([CH3:32])[CH2:9][C@H:8]([C:4]3[CH:5]=[CH:6][CH:7]=[C:2]([Cl:1])[CH:3]=3)[C@@H:13]([C:14]3[CH:19]=[CH:18][C:17]([Cl:20])=[CH:16][CH:15]=3)[N:12]([C@@H:21]([CH2:29][CH3:30])[C:22]([O:24][C:25]([CH3:28])([CH3:27])[CH3:26])=[O:23])[C:11]2=[O:31])=[N:35][N:38]=[N:37]1. Given the reactants [Cl:1][C:2]1[CH:3]=[C:4]([C@@H:8]2[C@@H:13]([C:14]3[CH:19]=[CH:18][C:17]([Cl:20])=[CH:16][CH:15]=3)[N:12]([C@@H:21]([CH2:29][CH3:30])[C:22]([O:24][C:25]([CH3:28])([CH3:27])[CH3:26])=[O:23])[C:11](=[O:31])[C@:10]([CH2:33][C:34]#[N:35])([CH3:32])[CH2:9]2)[CH:5]=[CH:6][CH:7]=1.[N-:36]=[N+:37]=[N-:38].[Na+].[NH4+].[Cl-], predict the reaction product. (2) Given the reactants [C:1]1([S:7]([N:10]2[C:14]3=[N:15][CH:16]=[C:17]([F:19])[CH:18]=[C:13]3[CH:12]=[C:11]2[C:20](OS(C2C=CC(C)=CC=2)(=O)=O)=[CH:21][CH:22]2[CH2:26][CH2:25][CH2:24][CH2:23]2)(=[O:9])=[O:8])[CH:6]=[CH:5][CH:4]=[CH:3][CH:2]=1.[CH3:38][S:39]([C:42]1[CH:47]=[CH:46][C:45](B(O)O)=[CH:44][CH:43]=1)(=[O:41])=[O:40].C(=O)([O-])[O-].[Na+].[Na+], predict the reaction product. The product is: [C:1]1([S:7]([N:10]2[C:14]3=[N:15][CH:16]=[C:17]([F:19])[CH:18]=[C:13]3[CH:12]=[C:11]2[C:20]([C:45]2[CH:46]=[CH:47][C:42]([S:39]([CH3:38])(=[O:41])=[O:40])=[CH:43][CH:44]=2)=[CH:21][CH:22]2[CH2:26][CH2:25][CH2:24][CH2:23]2)(=[O:9])=[O:8])[CH:6]=[CH:5][CH:4]=[CH:3][CH:2]=1. (3) Given the reactants C1(P(C2CCCCC2)C2CCCCC2)CCCCC1.Br[C:21]1[CH:29]=[CH:28][C:27]([N+:30]([O-:32])=[O:31])=[C:26]2[C:22]=1[CH2:23][N:24]([CH3:34])[C:25]2=[O:33].[B:35]1([B:35]2[O:39][C:38]([CH3:41])([CH3:40])[C:37]([CH3:43])([CH3:42])[O:36]2)[O:39][C:38]([CH3:41])([CH3:40])[C:37]([CH3:43])([CH3:42])[O:36]1.CC([O-])=O.[K+], predict the reaction product. The product is: [CH3:34][N:24]1[CH2:23][C:22]2[C:26](=[C:27]([N+:30]([O-:32])=[O:31])[CH:28]=[CH:29][C:21]=2[B:35]2[O:39][C:38]([CH3:41])([CH3:40])[C:37]([CH3:43])([CH3:42])[O:36]2)[C:25]1=[O:33]. (4) Given the reactants [CH:1](=O)[C:2]1[C:3]([O:8][CH3:9])=[CH:4][CH:5]=[CH:6][CH:7]=1.[Br:11][C:12]1[CH:18]=[C:17]([N+:19]([O-])=O)[C:15]([NH2:16])=[C:14]([CH3:22])[CH:13]=1.S(S([O-])=O)([O-])=O.[Na+].[Na+], predict the reaction product. The product is: [Br:11][C:12]1[CH:13]=[C:14]([CH3:22])[C:15]2[NH:16][C:1]([C:2]3[CH:7]=[CH:6][CH:5]=[CH:4][C:3]=3[O:8][CH3:9])=[N:19][C:17]=2[CH:18]=1. (5) Given the reactants [C:1]([O:5][C:6]([N:8]1[C:16]2[C:11](=[CH:12][C:13]([O:17]CC3C=CC=CC=3)=[CH:14][CH:15]=2)[C:10]([C:25]2[N:26]([C:34]([O:36][C:37]([CH3:40])([CH3:39])[CH3:38])=[O:35])[C:27]3[C:32]([CH:33]=2)=[CH:31][CH:30]=[CH:29][CH:28]=3)=[N:9]1)=[O:7])([CH3:4])([CH3:3])[CH3:2].C([O-])=O.[NH4+], predict the reaction product. The product is: [C:1]([O:5][C:6]([N:8]1[C:16]2[C:11](=[CH:12][C:13]([OH:17])=[CH:14][CH:15]=2)[C:10]([CH:25]2[CH2:33][C:32]3[C:27](=[CH:28][CH:29]=[CH:30][CH:31]=3)[N:26]2[C:34]([O:36][C:37]([CH3:40])([CH3:39])[CH3:38])=[O:35])=[N:9]1)=[O:7])([CH3:4])([CH3:3])[CH3:2].